This data is from CYP2D6 inhibition data for predicting drug metabolism from PubChem BioAssay. The task is: Regression/Classification. Given a drug SMILES string, predict its absorption, distribution, metabolism, or excretion properties. Task type varies by dataset: regression for continuous measurements (e.g., permeability, clearance, half-life) or binary classification for categorical outcomes (e.g., BBB penetration, CYP inhibition). Dataset: cyp2d6_veith. (1) The compound is COC(=O)N1N=C(c2ccccc2)CC1(O)C(F)(F)F. The result is 0 (non-inhibitor). (2) The drug is Cc1nc(NS(=O)(=O)c2ccccc2C)c2c3c(sc2n1)CCC3. The result is 0 (non-inhibitor). (3) The drug is Cc1ccc(C(=O)Nc2nccc(-c3cccs3)n2)cc1. The result is 0 (non-inhibitor). (4) The molecule is COC(=O)c1cc(OC)c(OC)cc1NC(=O)CSc1ccc(C)cc1. The result is 0 (non-inhibitor).